Dataset: Full USPTO retrosynthesis dataset with 1.9M reactions from patents (1976-2016). Task: Predict the reactants needed to synthesize the given product. (1) Given the product [C:1]1([S:7]([N:10]2[CH2:14][CH:13]([C:15]([N:36]3[CH2:37][CH2:38][N:33]([C:30]4[CH:29]=[CH:28][C:27]([C:26]([F:40])([F:25])[F:39])=[CH:32][N:31]=4)[CH2:34][CH2:35]3)=[O:16])[N:12]([CH:18]3[CH2:23][CH2:22][CH2:21][CH2:20][CH2:19]3)[C:11]2=[O:24])(=[O:8])=[O:9])[CH:2]=[CH:3][CH:4]=[CH:5][CH:6]=1, predict the reactants needed to synthesize it. The reactants are: [C:1]1([S:7]([N:10]2[CH2:14][CH:13]([C:15](O)=[O:16])[N:12]([CH:18]3[CH2:23][CH2:22][CH2:21][CH2:20][CH2:19]3)[C:11]2=[O:24])(=[O:9])=[O:8])[CH:6]=[CH:5][CH:4]=[CH:3][CH:2]=1.[F:25][C:26]([F:40])([F:39])[C:27]1[CH:28]=[CH:29][C:30]([N:33]2[CH2:38][CH2:37][NH:36][CH2:35][CH2:34]2)=[N:31][CH:32]=1. (2) Given the product [Cl:56][C:33]([Cl:32])([Cl:57])[CH2:34][O:35][C:36]([C@@H:38]1[CH2:43][CH2:42][CH2:41][N:40]([C:44](=[O:55])[C@@H:45]([NH:47][C:48](=[O:54])[C@@H:49]([O:30][C:29]([C:23]2(/[CH:22]=[CH:21]/[C:15]3[CH:14]=[C:13]4[C:18]([CH:19]=[CH:20][C:11]([C@H:9]([NH:8][C:6]([O:5][C:1]([CH3:2])([CH3:3])[CH3:4])=[O:7])[CH3:10])=[N:12]4)=[CH:17][CH:16]=3)[CH2:28][O:27][CH2:26][CH2:25][O:24]2)=[O:31])[CH:50]([CH3:51])[CH3:52])[CH3:46])[NH:39]1)=[O:37], predict the reactants needed to synthesize it. The reactants are: [C:1]([O:5][C:6]([NH:8][C@@H:9]([C:11]1[CH:20]=[CH:19][C:18]2[C:13](=[CH:14][C:15](/[CH:21]=[CH:22]/[C:23]3([C:29]([OH:31])=[O:30])[CH2:28][O:27][CH2:26][CH2:25][O:24]3)=[CH:16][CH:17]=2)[N:12]=1)[CH3:10])=[O:7])([CH3:4])([CH3:3])[CH3:2].[Cl:32][C:33]([Cl:57])([Cl:56])[CH2:34][O:35][C:36]([C@@H:38]1[CH2:43][CH2:42][CH2:41][N:40]([C:44](=[O:55])[C@@H:45]([NH:47][C:48](=[O:54])[C@@H:49](O)[CH:50]([CH3:52])[CH3:51])[CH3:46])[NH:39]1)=[O:37].C(N(CC)C(C)C)(C)C.CC1C=CC=C([N+]([O-])=O)C=1C(OC(=O)C1C([N+]([O-])=O)=CC=CC=1C)=O.